From a dataset of Forward reaction prediction with 1.9M reactions from USPTO patents (1976-2016). Predict the product of the given reaction. (1) Given the reactants [NH2:1][C@@H:2]1[CH2:7][CH2:6][C@H:5]([NH:8][C:9]2[CH:14]=[C:13]([N:15]([CH2:17][CH3:18])[CH3:16])[C:12]([CH3:19])=[CH:11][N:10]=2)[CH2:4][CH2:3]1.[Cl:20][C:21]1[CH:22]=[C:23]([CH:27]=[CH:28][C:29]=1[F:30])[C:24](O)=[O:25].C1C=CC2N(O)N=NC=2C=1.O.CCN=C=NCCCN(C)C.Cl.C([O-])(O)=O.[Na+], predict the reaction product. The product is: [ClH:20].[Cl:20][C:21]1[CH:22]=[C:23]([CH:27]=[CH:28][C:29]=1[F:30])[C:24]([NH:1][C@H:2]1[CH2:3][CH2:4][C@@H:5]([NH:8][C:9]2[CH:14]=[C:13]([N:15]([CH2:17][CH3:18])[CH3:16])[C:12]([CH3:19])=[CH:11][N:10]=2)[CH2:6][CH2:7]1)=[O:25]. (2) The product is: [Cl:1][C:2]1[CH:7]=[C:6]([C:8]([F:11])([F:10])[F:9])[C:5]([F:12])=[C:4]([F:13])[C:3]=1[CH2:14][I:16]. Given the reactants [Cl:1][C:2]1[CH:7]=[C:6]([C:8]([F:11])([F:10])[F:9])[C:5]([F:12])=[C:4]([F:13])[C:3]=1[CH2:14]Cl.[I-:16].[Na+], predict the reaction product. (3) Given the reactants [NH2:1][C:2]1[N:7]=[CH:6][N:5]=[C:4]2[N:8]([C@@H:25]3[CH2:30][CH2:29][CH2:28][N:27](C(OC(C)(C)C)=O)[CH2:26]3)[N:9]=[C:10]([C:11]3[CH:16]=[CH:15][C:14]([O:17][C:18]4[CH:23]=[CH:22][CH:21]=[CH:20][CH:19]=4)=[CH:13][C:12]=3[F:24])[C:3]=12, predict the reaction product. The product is: [F:24][C:12]1[CH:13]=[C:14]([O:17][C:18]2[CH:23]=[CH:22][CH:21]=[CH:20][CH:19]=2)[CH:15]=[CH:16][C:11]=1[C:10]1[C:3]2[C:4](=[N:5][CH:6]=[N:7][C:2]=2[NH2:1])[N:8]([C@@H:25]2[CH2:30][CH2:29][CH2:28][NH:27][CH2:26]2)[N:9]=1. (4) Given the reactants C([C@@H]1COC(=O)N1[C:14](=[O:28])[C@@H:15]([CH3:27])[C:16]([O:19][Si:20]([C:23]([CH3:26])([CH3:25])[CH3:24])([CH3:22])[CH3:21])([CH3:18])[CH3:17])C1C=CC=CC=1.[OH2:29].[OH-].[Li+].OO, predict the reaction product. The product is: [Si:20]([O:19][C:16]([CH3:17])([CH3:18])[C@H:15]([CH3:27])[C:14]([OH:28])=[O:29])([C:23]([CH3:24])([CH3:25])[CH3:26])([CH3:21])[CH3:22].